This data is from Reaction yield outcomes from USPTO patents with 853,638 reactions. The task is: Predict the reaction yield, written as a fraction of the theoretical maximum amount of product (1.0 means a 100% yield; for example, 0.34 means a 34% yield). (1) The reactants are [OH:1][C:2]1[C:11]2[C:6](=[CH:7][CH:8]=[CH:9][CH:10]=2)[N:5]([NH:12][CH2:13][CH2:14][CH:15]([CH3:17])[CH3:16])[C:4](=[O:18])[C:3]=1[C:19]1[NH:24][C:23]2[CH:25]=[CH:26][C:27]([OH:29])=[CH:28][C:22]=2[S:21](=[O:31])(=[O:30])[N:20]=1.C(=O)([O-])[O-].[Cs+].[Cs+].Br[CH2:39][C:40]([NH2:42])=[O:41]. The catalyst is [I-].C([N+](CCCC)(CCCC)CCCC)CCC.CN(C)C=O. The product is [OH:1][C:2]1[C:11]2[C:6](=[CH:7][CH:8]=[CH:9][CH:10]=2)[N:5]([NH:12][CH2:13][CH2:14][CH:15]([CH3:17])[CH3:16])[C:4](=[O:18])[C:3]=1[C:19]1[NH:24][C:23]2[CH:25]=[CH:26][C:27]([O:29][CH2:39][C:40]([NH2:42])=[O:41])=[CH:28][C:22]=2[S:21](=[O:30])(=[O:31])[N:20]=1. The yield is 0.720. (2) The catalyst is C1COCC1. The yield is 0.600. The reactants are [CH2:1]([O:8][C:9]([N:11]1[CH2:15][C:14](=O)[CH2:13][N:12]1[C:17](=[O:26])[CH2:18][C:19]1[CH:24]=[CH:23][C:22]([F:25])=[CH:21][CH:20]=1)=[O:10])[C:2]1[CH:7]=[CH:6][CH:5]=[CH:4][CH:3]=1.[NH:27]1[CH2:32][CH2:31][O:30][CH2:29][CH2:28]1.[BH-](OC(C)=O)(OC(C)=O)OC(C)=O.[Na+].CC(O)=O.Cl. The product is [CH2:1]([O:8][C:9]([N:11]1[CH2:15][CH:14]([N:27]2[CH2:32][CH2:31][O:30][CH2:29][CH2:28]2)[CH2:13][N:12]1[C:17](=[O:26])[CH2:18][C:19]1[CH:24]=[CH:23][C:22]([F:25])=[CH:21][CH:20]=1)=[O:10])[C:2]1[CH:7]=[CH:6][CH:5]=[CH:4][CH:3]=1. (3) The reactants are [NH2:1][C:2]1[N:6]([C:7]2[CH:12]=[CH:11][CH:10]=[CH:9][C:8]=2O)[N:5]=[C:4]([C:14]([CH3:17])([CH3:16])[CH3:15])[CH:3]=1.C1(P(C2C=CC=CC=2)C2C=CC=CC=2)C=CC=CC=1.[CH2:37]([O:44][CH2:45][C@H:46]([OH:48])[CH3:47])[C:38]1[CH:43]=[CH:42][CH:41]=[CH:40][CH:39]=1.CC(OC(/N=N/C(OC(C)C)=O)=O)C. The catalyst is C1COCC1.O. The product is [CH2:37]([O:44][CH2:45][C@H:46]([CH3:47])[O:48][C:9]1[CH:8]=[C:7]([N:6]2[C:2]([NH2:1])=[CH:3][C:4]([C:14]([CH3:17])([CH3:16])[CH3:15])=[N:5]2)[CH:12]=[CH:11][CH:10]=1)[C:38]1[CH:43]=[CH:42][CH:41]=[CH:40][CH:39]=1. The yield is 0.480. (4) The reactants are [CH3:1][O:2][CH2:3][CH2:4][O:5][C:6]1[CH:7]=[C:8]2[C:12](=[C:13]([NH:15][S:16]([C:19]3[CH:24]=[CH:23][CH:22]=[CH:21][N:20]=3)(=[O:18])=[O:17])[CH:14]=1)[NH:11][C:10]([C:25]([O:27][CH2:28][CH3:29])=[O:26])=[CH:9]2.[F:30][CH:31]([F:34])[CH2:32]O.C(P(CCCC)CCCC)CCC.N(C(N1CCCCC1)=O)=NC(N1CCCCC1)=O. The catalyst is C1(C)C=CC=CC=1. The product is [F:30][CH:31]([F:34])[CH2:32][N:15]([S:16]([C:19]1[CH:24]=[CH:23][CH:22]=[CH:21][N:20]=1)(=[O:17])=[O:18])[C:13]1[CH:14]=[C:6]([O:5][CH2:4][CH2:3][O:2][CH3:1])[CH:7]=[C:8]2[C:12]=1[NH:11][C:10]([C:25]([O:27][CH2:28][CH3:29])=[O:26])=[CH:9]2. The yield is 0.370. (5) The reactants are [NH2:1][CH2:2][CH2:3][CH2:4][CH2:5][S:6]([NH:9][CH3:10])(=[O:8])=[O:7].[CH3:11][C:12]([O:15][C:16](O[C:16]([O:15][C:12]([CH3:14])([CH3:13])[CH3:11])=[O:17])=[O:17])([CH3:14])[CH3:13]. The catalyst is ClCCl. The product is [CH3:10][NH:9][S:6]([CH2:5][CH2:4][CH2:3][CH2:2][NH:1][C:16](=[O:17])[O:15][C:12]([CH3:14])([CH3:13])[CH3:11])(=[O:8])=[O:7]. The yield is 0.620. (6) The reactants are [S:1]([N:11]1[C:15]2=[N:16][CH:17]=[C:18]([NH:20][C:21](=[O:27])[O:22][C:23]([CH3:26])([CH3:25])[CH3:24])[N:19]=[C:14]2[CH:13]=[CH:12]1)([C:4]1[CH:10]=[CH:9][C:7]([CH3:8])=[CH:6][CH:5]=1)(=[O:3])=[O:2].[H-].[Na+].Br[CH2:31][C:32]([CH:34]1[CH2:38][CH:37]([N:39]([CH2:47][C:48]2[CH:53]=[CH:52][CH:51]=[CH:50][CH:49]=2)[CH2:40][C:41]2[CH:46]=[CH:45][CH:44]=[CH:43][CH:42]=2)[CH2:36][CH:35]1[CH3:54])=[O:33]. The catalyst is CN(C=O)C. The product is [CH2:47]([N:39]([CH2:40][C:41]1[CH:42]=[CH:43][CH:44]=[CH:45][CH:46]=1)[CH:37]1[CH2:38][CH:34]([C:32](=[O:33])[CH2:31][N:20]([C:18]2[N:19]=[C:14]3[CH:13]=[CH:12][N:11]([S:1]([C:4]4[CH:5]=[CH:6][C:7]([CH3:8])=[CH:9][CH:10]=4)(=[O:3])=[O:2])[C:15]3=[N:16][CH:17]=2)[C:21](=[O:27])[O:22][C:23]([CH3:24])([CH3:26])[CH3:25])[CH:35]([CH3:54])[CH2:36]1)[C:48]1[CH:49]=[CH:50][CH:51]=[CH:52][CH:53]=1. The yield is 0.970.